Dataset: Catalyst prediction with 721,799 reactions and 888 catalyst types from USPTO. Task: Predict which catalyst facilitates the given reaction. (1) Reactant: [CH3:1][N:2]([CH2:4][CH2:5][O:6][CH:7]([C:14]1[CH:15]=[CH:16][CH:17]=[CH:18][CH:19]=1)[C:8]1[CH:9]=[CH:10][CH:11]=[CH:12][CH:13]=1)[CH3:3].Cl.[OH-].[Na+]. Product: [CH3:3][N:2]([CH2:4][CH2:5][O:6][CH:7]([C:14]1[CH:19]=[CH:18][CH:17]=[CH:16][CH:15]=1)[C:8]1[CH:9]=[CH:10][CH:11]=[CH:12][CH:13]=1)[CH3:1]. The catalyst class is: 6. (2) Reactant: C(OC([N:8]1[CH2:12][CH:11]2[CH2:13][C:14](=[O:16])[CH2:15][CH:10]2[CH2:9]1)=O)(C)(C)C.FC(F)(F)C(O)=O. Product: [CH2:9]1[CH:10]2[CH2:15][C:14](=[O:16])[CH2:13][CH:11]2[CH2:12][NH:8]1. The catalyst class is: 4. (3) Reactant: C[Si]([C:5]#[N:6])(C)C.C(N(CC)CC)C.C(#N)C.[Cl:17][C:18]1[CH:19]=[C:20]([C:25]2([C:41]([F:44])([F:43])[F:42])[O:29][N:28]=[C:27]([C:30]3[CH:31]=[C:32]4[C:37](=[CH:38][CH:39]=3)[N+:36]([O-])=[CH:35][CH:34]=[CH:33]4)[CH2:26]2)[CH:21]=[C:22]([Cl:24])[CH:23]=1. Product: [Cl:24][C:22]1[CH:21]=[C:20]([C:25]2([C:41]([F:42])([F:44])[F:43])[O:29][N:28]=[C:27]([C:30]3[CH:31]=[C:32]4[C:37](=[CH:38][CH:39]=3)[N:36]=[C:35]([C:5]#[N:6])[CH:34]=[CH:33]4)[CH2:26]2)[CH:19]=[C:18]([Cl:17])[CH:23]=1. The catalyst class is: 69. (4) Reactant: S(=O)(=O)(O)O.[Cl:6][C:7]1[CH:8]=[C:9]([CH:11]=[CH:12][C:13]=1[C:14]([F:17])([F:16])[F:15])N.N([O-])=[O:19].[Na+]. Product: [Cl:6][C:7]1[CH:8]=[C:9]([OH:19])[CH:11]=[CH:12][C:13]=1[C:14]([F:17])([F:16])[F:15]. The catalyst class is: 6. (5) Reactant: [CH2:1]([O:3][C:4]([N:6]1[C:15]2[C:10](=[N:11][C:12]([O:16][CH3:17])=[CH:13][CH:14]=2)[C@@H:9]([NH:18][C:19]2[C:24]([CH2:25][C:26]3[CH:31]=[C:30]([C:32]([F:35])([F:34])[F:33])[CH:29]=[C:28]([C:36]([F:39])([F:38])[F:37])[CH:27]=3)=[CH:23][C:22]([C:40](=[NH:43])[NH:41][OH:42])=[CH:21][N:20]=2)[CH2:8][C@H:7]1[CH2:44][CH3:45])=[O:5])[CH3:2].C(N(CC)CC)C.Cl[C:54](Cl)([O:56]C(=O)OC(Cl)(Cl)Cl)Cl.O. Product: [CH2:1]([O:3][C:4]([N:6]1[C:15]2[C:10](=[N:11][C:12]([O:16][CH3:17])=[CH:13][CH:14]=2)[C@@H:9]([NH:18][C:19]2[C:24]([CH2:25][C:26]3[CH:27]=[C:28]([C:36]([F:39])([F:37])[F:38])[CH:29]=[C:30]([C:32]([F:33])([F:34])[F:35])[CH:31]=3)=[CH:23][C:22]([C:40]3[NH:43][C:54](=[O:56])[O:42][N:41]=3)=[CH:21][N:20]=2)[CH2:8][C@H:7]1[CH2:44][CH3:45])=[O:5])[CH3:2]. The catalyst class is: 4. (6) Reactant: [O-]CC.[Na+].CO[C:7]([C:9]1[S:10][CH:11]=[CH:12][C:13]=1[NH:14][C:15](=[O:19])[CH2:16][C:17]#[N:18])=[O:8]. Product: [OH:8][C:7]1[C:9]2[S:10][CH:11]=[CH:12][C:13]=2[NH:14][C:15](=[O:19])[C:16]=1[C:17]#[N:18]. The catalyst class is: 8. (7) Reactant: [H-].[H-].[H-].[H-].[Li+].[Al+3].[C:7]([O:11][C:12](=[O:39])[NH:13][CH:14]([C:33](=[O:38])N(OC)C)[CH2:15][CH:16]1[C:24]2[C:19](=[CH:20][CH:21]=[CH:22][CH:23]=2)[N:18]([CH2:25][C:26]2[CH:31]=[CH:30][CH:29]=[CH:28][CH:27]=2)[CH:17]1C)([CH3:10])([CH3:9])[CH3:8].C(C(C(C([O-])=O)O)O)([O-])=O.[K+].[Na+]. Product: [C:7]([O:11][C:12](=[O:39])[NH:13][CH:14]([CH:33]=[O:38])[CH2:15][C:16]1[C:24]2[C:19](=[CH:20][CH:21]=[CH:22][CH:23]=2)[N:18]([CH2:25][C:26]2[CH:27]=[CH:28][CH:29]=[CH:30][CH:31]=2)[CH:17]=1)([CH3:8])([CH3:10])[CH3:9]. The catalyst class is: 1. (8) Reactant: [CH2:1]([O:3][C:4]([N:6]1[C:14]2[C:9](=[CH:10][CH:11]=[C:12]([Cl:15])[CH:13]=2)/[C:8](=[CH:16]/[CH:17]2[CH2:21][CH2:20][CH2:19][CH2:18]2)/[C:7]1=[O:22])=[O:5])[CH3:2].[Cl:23][C:24]1[CH:25]=[C:26]([CH:30]=[N:31][C:32]([O:34][Si](C)(C)C)=[CH2:33])[CH:27]=[CH:28][CH:29]=1. Product: [CH2:1]([O:3][C:4]([N:6]1[C:14]2[C:9](=[CH:10][CH:11]=[C:12]([Cl:15])[CH:13]=2)[C:8]2([CH:16]([CH:17]3[CH2:18][CH2:19][CH2:20][CH2:21]3)[CH2:33][C:32](=[O:34])[NH:31][CH:30]2[C:26]2[CH:27]=[CH:28][CH:29]=[C:24]([Cl:23])[CH:25]=2)[C:7]1=[O:22])=[O:5])[CH3:2]. The catalyst class is: 11.